From a dataset of Reaction yield outcomes from USPTO patents with 853,638 reactions. Predict the reaction yield, written as a fraction of the theoretical maximum amount of product (1.0 means a 100% yield; for example, 0.34 means a 34% yield). The reactants are C(N(CC)C(C1C=C(C2C=NN(CCCO)C=2)C=CC=1NC1C(C(F)(F)F)=CN=C(NC2C=CC(CP(=O)(O)OCC)=CC=2OC)N=1)=O)C.[OH:50][CH2:51][CH2:52][CH2:53][N:54]1[CH:58]=[C:57]([C:59]2[N:64]=[C:63]([C:65](=[O:68])[NH:66][CH3:67])[C:62]([NH:69][C:70]3[C:75]([C:76]([F:79])([F:78])[F:77])=[CH:74][N:73]=[C:72]([NH:80][C:81]4[CH:95]=[CH:94][C:84]([CH2:85][P:86](=[O:93])([O:90]CC)[O:87][CH2:88][CH3:89])=[CH:83][C:82]=4[O:96][CH3:97])[N:71]=3)=[CH:61][CH:60]=2)[C:56]([O:98][CH3:99])=[N:55]1. No catalyst specified. The product is [OH:50][CH2:51][CH2:52][CH2:53][N:54]1[CH:58]=[C:57]([C:59]2[N:64]=[C:63]([C:65](=[O:68])[NH:66][CH3:67])[C:62]([NH:69][C:70]3[C:75]([C:76]([F:77])([F:78])[F:79])=[CH:74][N:73]=[C:72]([NH:80][C:81]4[CH:95]=[CH:94][C:84]([CH2:85][P:86](=[O:90])([OH:93])[O:87][CH2:88][CH3:89])=[CH:83][C:82]=4[O:96][CH3:97])[N:71]=3)=[CH:61][CH:60]=2)[C:56]([O:98][CH3:99])=[N:55]1. The yield is 0.480.